Dataset: Full USPTO retrosynthesis dataset with 1.9M reactions from patents (1976-2016). Task: Predict the reactants needed to synthesize the given product. (1) Given the product [F:28][C:29]1([F:33])[CH2:32][N:31]([CH2:1][CH:2]2[C:14](=[O:15])[C:13]3[C:12]4[C:7](=[CH:8][CH:9]=[CH:10][CH:11]=4)[N:6]([CH2:16][C:17]4[CH:18]=[CH:19][C:20]([C:21]([O:23][CH3:24])=[O:22])=[CH:25][CH:26]=4)[C:5]=3[CH2:4][CH2:3]2)[CH2:30]1, predict the reactants needed to synthesize it. The reactants are: [CH2:1]=[C:2]1[C:14](=[O:15])[C:13]2[C:12]3[C:7](=[CH:8][CH:9]=[CH:10][CH:11]=3)[N:6]([CH2:16][C:17]3[CH:26]=[CH:25][C:20]([C:21]([O:23][CH3:24])=[O:22])=[CH:19][CH:18]=3)[C:5]=2[CH2:4][CH2:3]1.Cl.[F:28][C:29]1([F:33])[CH2:32][NH:31][CH2:30]1.C(=O)([O-])[O-].[K+].[K+]. (2) Given the product [F:5][C:4]([F:7])([F:6])[S:1]([O:8][C:22]1[CH:21]=[CH:20][C:19]2[C:24](=[CH:25][CH:26]=[C:17]([Br:16])[CH:18]=2)[CH:23]=1)(=[O:3])=[O:2], predict the reactants needed to synthesize it. The reactants are: [S:1]([O:8]S(C(F)(F)F)(=O)=O)([C:4]([F:7])([F:6])[F:5])(=[O:3])=[O:2].[Br:16][C:17]1[CH:18]=[C:19]2[C:24](=[CH:25][CH:26]=1)[CH:23]=[C:22](O)[CH:21]=[CH:20]2.C(N(CC)CC)C. (3) Given the product [CH3:32][O:31][C:29](=[O:30])[C:25]1[CH:26]=[CH:27][CH:28]=[C:23]([CH2:22][N:12]2[C:13]3[C:18](=[CH:17][C:16]([CH3:20])=[CH:15][C:14]=3[CH3:21])[CH:19]=[C:11]2[C:9]([NH:8][C:7]2[S:33][C:35]([CH2:49][CH2:50][CH2:51][CH2:52][CH2:53][CH2:54][CH2:55][CH3:56])=[C:36]([C:38]3[CH:43]=[C:42]([O:44][CH3:45])[C:41]([Cl:46])=[CH:40][C:39]=3[O:47][CH3:48])[N:6]=2)=[O:10])[CH:24]=1, predict the reactants needed to synthesize it. The reactants are: CN(C)C=O.[NH2:6][C:7](=[S:33])[NH:8][C:9]([C:11]1[N:12]([CH2:22][C:23]2[CH:28]=[CH:27][CH:26]=[C:25]([C:29]([O:31][CH3:32])=[O:30])[CH:24]=2)[C:13]2[C:18]([CH:19]=1)=[CH:17][C:16]([CH3:20])=[CH:15][C:14]=2[CH3:21])=[O:10].Br[CH:35]([CH2:49][CH2:50][CH2:51][CH2:52][CH2:53][CH2:54][CH2:55][CH3:56])[C:36]([C:38]1[CH:43]=[C:42]([O:44][CH3:45])[C:41]([Cl:46])=[CH:40][C:39]=1[O:47][CH3:48])=O.C(N(CC)CC)C. (4) Given the product [N:1]([C@H:4]1[CH2:9][CH2:8][N:7]([CH2:21][CH2:22][OH:23])[CH2:6][C@H:5]1[OH:10])=[N+:2]=[N-:3], predict the reactants needed to synthesize it. The reactants are: [N:1]([C@H:4]1[CH2:9][CH2:8][NH:7][CH2:6][C@H:5]1[OH:10])=[N+:2]=[N-:3].C(N(CC)C(C)C)(C)C.Br[CH2:21][CH2:22][OH:23].C(OC(N[C@@H]1CCN(CCO)C[C@@H]1C(OC)=O)=O)C1C=CC=CC=1. (5) Given the product [N:1]1[N:5]2[CH:6]=[CH:7][N:8]=[CH:9][C:4]2=[C:3]([C:10]#[N:12])[CH:2]=1, predict the reactants needed to synthesize it. The reactants are: [N:1]1[N:5]2[CH:6]=[CH:7][N:8]=[CH:9][C:4]2=[C:3]([C:10]([NH2:12])=O)[CH:2]=1.C(=O)([O-])O.[Na+].[OH-].[Na+].